This data is from Forward reaction prediction with 1.9M reactions from USPTO patents (1976-2016). The task is: Predict the product of the given reaction. (1) Given the reactants [Cl:1][C:2]1[NH:3][CH:4](Cl)[C:5]2[N:6]([CH2:11][C:12]3[CH:17]=[CH:16][C:15]([O:18][CH3:19])=[CH:14][CH:13]=3)[CH:7]=[N:8][C:9]=2[N:10]=1.Cl.[OH-:22].[Na+], predict the reaction product. The product is: [Cl:1][C:2]1[NH:3][C:4](=[O:22])[C:5]2[N:6]([CH2:11][C:12]3[CH:17]=[CH:16][C:15]([O:18][CH3:19])=[CH:14][CH:13]=3)[CH:7]=[N:8][C:9]=2[N:10]=1. (2) Given the reactants [F:1][C:2]1[C:9]([F:10])=[CH:8][CH:7]=[C:6]([OH:11])[C:3]=1[CH:4]=[O:5].[CH3:12][O:13][CH2:14][O:15][CH2:16][CH2:17]Br.C(=O)([O-])[O-].[K+].[K+].[I-].[Na+], predict the reaction product. The product is: [F:1][C:2]1[C:9]([F:10])=[CH:8][CH:7]=[C:6]([O:11][CH2:17][CH2:16][O:15][CH2:14][O:13][CH3:12])[C:3]=1[CH:4]=[O:5]. (3) Given the reactants [O:1]=[C:2]1[C:6]2([CH2:11][CH2:10][O:9][CH2:8][CH2:7]2)[CH2:5][CH2:4][N:3]1[C:12]1[CH:17]=[CH:16][C:15]([C@@H:18]2[CH2:23][CH2:22][C@H:21](OS(C)(=O)=O)[CH2:20][CH2:19]2)=[CH:14][CH:13]=1.[CH3:29][C@@H:30]1[CH2:34][CH2:33][CH2:32][NH:31]1, predict the reaction product. The product is: [CH3:29][C@@H:30]1[CH2:34][CH2:33][CH2:32][N:31]1[CH:21]1[CH2:20][CH2:19][CH:18]([C:15]2[CH:14]=[CH:13][C:12]([N:3]3[CH2:4][CH2:5][C:6]4([CH2:7][CH2:8][O:9][CH2:10][CH2:11]4)[C:2]3=[O:1])=[CH:17][CH:16]=2)[CH2:23][CH2:22]1. (4) Given the reactants [CH2:1]([O:3][C:4]([C:6]1([C:9]2[CH:14]=[CH:13][C:12]([C:15]3[CH:20]=[CH:19][C:18]([C:21]4[O:25][N:24]=[C:23]([CH3:26])[C:22]=4[NH:27][C:28]4[CH:33]=[CH:32][CH:31]=[C:30](Br)[CH:29]=4)=[CH:17][CH:16]=3)=[CH:11][CH:10]=2)[CH2:8][CH2:7]1)=[O:5])[CH3:2].[CH3:35][O:36][C:37]1[CH:42]=[CH:41][C:40](B(O)O)=[CH:39][N:38]=1, predict the reaction product. The product is: [CH2:1]([O:3][C:4]([C:6]1([C:9]2[CH:14]=[CH:13][C:12]([C:15]3[CH:20]=[CH:19][C:18]([C:21]4[O:25][N:24]=[C:23]([CH3:26])[C:22]=4[NH:27][C:28]4[CH:33]=[CH:32][CH:31]=[C:30]([C:40]5[CH:39]=[N:38][C:37]([O:36][CH3:35])=[CH:42][CH:41]=5)[CH:29]=4)=[CH:17][CH:16]=3)=[CH:11][CH:10]=2)[CH2:8][CH2:7]1)=[O:5])[CH3:2]. (5) Given the reactants [Na].[C:2]([O:10][CH2:11][CH3:12])(=[O:9])[CH2:3][C:4]([O:6][CH2:7][CH3:8])=[O:5].[CH:13]1([CH2:19]Br)[CH2:18][CH2:17][CH2:16][CH2:15][CH2:14]1, predict the reaction product. The product is: [CH:13]1([CH2:19][CH:3]([C:4]([O:6][CH2:7][CH3:8])=[O:5])[C:2]([O:10][CH2:11][CH3:12])=[O:9])[CH2:18][CH2:17][CH2:16][CH2:15][CH2:14]1. (6) Given the reactants CC1C=CC(S(OCC2CC3C=CC=C(C4C=CC(F)=CC=4)C=3O2)(=O)=O)=CC=1.[N-]=[N+]=[N-].[Na+].[N:33]([CH2:36][CH:37]1[CH2:41][C:40]2[CH:42]=[CH:43][CH:44]=[C:45]([C:46]3[CH:51]=[CH:50][C:49]([F:52])=[CH:48][CH:47]=3)[C:39]=2[O:38]1)=[N+]=[N-].[N-]=[N+]=[N-], predict the reaction product. The product is: [F:52][C:49]1[CH:48]=[CH:47][C:46]([C:45]2[C:39]3[O:38][CH:37]([CH2:36][NH2:33])[CH2:41][C:40]=3[CH:42]=[CH:43][CH:44]=2)=[CH:51][CH:50]=1. (7) Given the reactants [NH2:1][C:2]1[C:7]2=[CH:8][CH:9]=[C:10]([C:11]([CH:13]3[CH2:16][N:15]([C:17]([O:19][C:20]([CH3:23])([CH3:22])[CH3:21])=[O:18])[CH2:14]3)=[O:12])[N:6]2[N:5]=[CH:4][N:3]=1.[BH4-].[Na+], predict the reaction product. The product is: [NH2:1][C:2]1[C:7]2=[CH:8][CH:9]=[C:10]([CH:11]([OH:12])[CH:13]3[CH2:16][N:15]([C:17]([O:19][C:20]([CH3:22])([CH3:21])[CH3:23])=[O:18])[CH2:14]3)[N:6]2[N:5]=[CH:4][N:3]=1. (8) Given the reactants [CH3:1][C:2]([CH3:39])([CH3:38])[CH2:3][CH2:4][C:5]1(O)[C:14]2[C:9](=[CH:10][CH:11]=[CH:12][CH:13]=2)[C:8]([OH:15])=[C:7]([C:16]2[NH:21][C:20]3[CH:22]=[CH:23][C:24]([NH:26]C(=O)OC(C)(C)C)=[CH:25][C:19]=3[S:18](=[O:35])(=[O:34])[N:17]=2)[C:6]1=[O:36].[OH:40]S(O)(=O)=O.[C:45](#[N:47])[CH3:46], predict the reaction product. The product is: [NH2:26][C:24]1[CH:23]=[CH:22][C:20]2[NH:21][C:16]([C:7]3[C:6](=[O:36])[C:5]([NH:47][C:45](=[O:40])[CH3:46])([CH2:4][CH2:3][C:2]([CH3:38])([CH3:39])[CH3:1])[C:14]4[C:9]([C:8]=3[OH:15])=[CH:10][CH:11]=[CH:12][CH:13]=4)=[N:17][S:18](=[O:35])(=[O:34])[C:19]=2[CH:25]=1. (9) Given the reactants [O-]CCCC.[K+].C1COCC1.[F:12][C:13]1[CH:18]=[CH:17][CH:16]=[C:15]([F:19])[C:14]=1[C:20]1[CH:24]=[CH:23][N:22]([CH2:25][C:26]([O:28][CH2:29][CH:30]=[CH2:31])=[O:27])[N:21]=1.[Cl:32][C:33]1[N:37]([CH3:38])[N:36]=[C:35]([C:39]([F:42])([F:41])[F:40])[C:34]=1[C:43](Cl)=[O:44], predict the reaction product. The product is: [F:19][C:15]1[CH:16]=[CH:17][CH:18]=[C:13]([F:12])[C:14]=1[C:20]1[CH:24]=[CH:23][N:22]([C:25](=[C:43]([C:34]2[C:35]([C:39]([F:42])([F:41])[F:40])=[N:36][N:37]([CH3:38])[C:33]=2[Cl:32])[OH:44])[C:26]([O:28][CH2:29][CH:30]=[CH2:31])=[O:27])[N:21]=1.